From a dataset of Reaction yield outcomes from USPTO patents with 853,638 reactions. Predict the reaction yield, written as a fraction of the theoretical maximum amount of product (1.0 means a 100% yield; for example, 0.34 means a 34% yield). (1) The reactants are CO[C:3]1[CH:4]=[C:5]2[C:10](=[CH:11][CH:12]=1)[CH:9]=[N:8][C:7]([C:13]([OH:15])=[O:14])=[CH:6]2.[C:16](C1(C(O)=O)C2C(=CC=C(O)C=2)CCN1)(OC(C)(C)C)=[O:17]. No catalyst specified. The product is [CH3:16][O:17][C:12]1[CH:11]=[C:10]2[C:5]([CH:6]=[C:7]([C:13]([OH:15])=[O:14])[N:8]=[CH:9]2)=[CH:4][CH:3]=1. The yield is 0.170. (2) The reactants are C([O:8][C:9](=[O:17])[CH2:10][CH2:11][CH:12]1[CH2:15][C:14](=[O:16])[CH2:13]1)C1C=CC=CC=1.N#N. The catalyst is C(OCC)(=O)C.[Pd]. The product is [O:16]=[C:14]1[CH2:15][CH:12]([CH2:11][CH2:10][C:9]([OH:17])=[O:8])[CH2:13]1. The yield is 0.990. (3) The reactants are [NH2:1][C@@H:2]([CH2:5][N:6]([CH2:17][CH3:18])[C:7]1[CH:12]=[CH:11][N:10]=[C:9]([C:13]([F:16])([F:15])[F:14])[N:8]=1)[CH2:3][OH:4].C([O-])([O-])=O.[K+].[K+].[N:25]#[C:26]Br.CO. The catalyst is C1COCC1. The product is [NH2:25][C:26]1[O:4][CH2:3][C@H:2]([CH2:5][N:6]([CH2:17][CH3:18])[C:7]2[CH:12]=[CH:11][N:10]=[C:9]([C:13]([F:16])([F:15])[F:14])[N:8]=2)[N:1]=1. The yield is 0.420. (4) The reactants are [C:1]([C:3]1[CH:4]=[C:5]([CH:9]=[CH:10][C:11]=1[F:12])[C:6]([OH:8])=[O:7])#[N:2].[C:13](Cl)(=O)C. The catalyst is CO. The product is [CH3:13][O:7][C:6](=[O:8])[C:5]1[CH:9]=[CH:10][C:11]([F:12])=[C:3]([C:1]#[N:2])[CH:4]=1. The yield is 0.781. (5) The reactants are [Cl:1][C:2]1[CH:7]=[CH:6][CH:5]=[CH:4][C:3]=1[CH:8]([OH:12])[C:9](O)=O.[CH3:13][O:14][CH2:15][CH2:16][CH2:17][NH:18][C:19](=[S:22])[NH:20][NH2:21]. The product is [Cl:1][C:2]1[CH:7]=[CH:6][CH:5]=[CH:4][C:3]=1[CH:8]([OH:12])[C:9]1[N:18]([CH2:17][CH2:16][CH2:15][O:14][CH3:13])[C:19](=[S:22])[NH:20][N:21]=1. The catalyst is CN(C=O)C. The yield is 0.360.